From a dataset of Peptide-MHC class I binding affinity with 185,985 pairs from IEDB/IMGT. Regression. Given a peptide amino acid sequence and an MHC pseudo amino acid sequence, predict their binding affinity value. This is MHC class I binding data. (1) The peptide sequence is LMYFHRRDLR. The MHC is HLA-A33:01 with pseudo-sequence HLA-A33:01. The binding affinity (normalized) is 0.737. (2) The peptide sequence is RLNAILLLY. The MHC is HLA-A03:01 with pseudo-sequence HLA-A03:01. The binding affinity (normalized) is 0.724.